Dataset: Forward reaction prediction with 1.9M reactions from USPTO patents (1976-2016). Task: Predict the product of the given reaction. (1) The product is: [NH2:17][CH2:16][C@@H:10]1[C@H:11]([CH3:15])[CH2:12][CH2:13][CH2:14][N:9]1[C:7]([C:6]1[CH:28]=[C:2]([F:1])[CH:3]=[CH:4][C:5]=1[C:29]1[N:30]=[CH:31][CH:32]=[CH:33][N:34]=1)=[O:8]. Given the reactants [F:1][C:2]1[CH:3]=[CH:4][C:5]([C:29]2[N:34]=[CH:33][CH:32]=[CH:31][N:30]=2)=[C:6]([CH:28]=1)[C:7]([N:9]1[CH2:14][CH2:13][CH2:12][C@@H:11]([CH3:15])[C@H:10]1[CH2:16][N:17]1C(=O)C2C(=CC=CC=2)C1=O)=[O:8].NN.O, predict the reaction product. (2) Given the reactants [N:1]([O-])=O.[Na+].[NH2:5][C:6]1[CH:7]=[C:8]([CH:11]=[CH:12][C:13]=1[CH3:14])[C:9]#[N:10].Cl.[F:16][B-:17]([F:20])([F:19])[F:18].[Na+], predict the reaction product. The product is: [F:16][B-:17]([F:20])([F:19])[F:18].[C:9]([C:8]1[CH:11]=[CH:12][C:13]([CH3:14])=[C:6]([N+:5]#[N:1])[CH:7]=1)#[N:10]. (3) Given the reactants C([C@H](NC(=O)C1C=C(C2C=CC=CC=2)C=C(N2CCCC2=O)C=1)[C@@H](O)C[C@H](C(=O)NCCC(C)(C)C)C)C1C=CC=CC=1.[O:44]=[C:45]1[N:49]([C:50]2[CH:51]=[C:52]([CH:56]=[CH:57][CH:58]=2)[C:53]([OH:55])=O)[CH2:48][CH2:47][O:46]1.[CH:59]12[CH2:65][CH:62]([CH2:63][CH2:64]1)[CH2:61][CH:60]2[NH:66][C:67](=[O:82])[C@H:68]([CH3:81])[CH2:69][C@H:70]([OH:80])[C@@H:71]([NH2:79])[CH2:72][C:73]1[CH:78]=[CH:77][CH:76]=[CH:75][CH:74]=1, predict the reaction product. The product is: [CH2:72]([C@H:71]([NH:79][C:53](=[O:55])[C:52]1[CH:56]=[CH:57][CH:58]=[C:50]([N:49]2[CH2:48][CH2:47][O:46][C:45]2=[O:44])[CH:51]=1)[C@@H:70]([OH:80])[CH2:69][C@H:68]([C:67](=[O:82])[NH:66][CH:60]1[CH2:61][CH:62]2[CH2:65][CH:59]1[CH2:64][CH2:63]2)[CH3:81])[C:73]1[CH:74]=[CH:75][CH:76]=[CH:77][CH:78]=1. (4) Given the reactants [NH:1]([C:3]([O:5][CH3:6])=[O:4])[NH2:2].[CH:7](OCC)(OCC)[O:8][CH2:9][CH3:10], predict the reaction product. The product is: [CH2:9]([O:8]/[CH:7]=[N:2]/[NH:1][C:3]([O:5][CH3:6])=[O:4])[CH3:10]. (5) Given the reactants [CH3:1][CH:2]([N:4]1[CH:8]=[C:7](B2OC(C)(C)C(C)(C)O2)[CH:6]=[N:5]1)[CH3:3].[OH-:18].[Na+].OO, predict the reaction product. The product is: [CH3:1][CH:2]([N:4]1[CH:8]=[C:7]([OH:18])[CH:6]=[N:5]1)[CH3:3].